The task is: Predict which catalyst facilitates the given reaction.. This data is from Catalyst prediction with 721,799 reactions and 888 catalyst types from USPTO. (1) Reactant: [Cl:1][C:2]1[CH:7]=[CH:6][CH:5]=[C:4]([Cl:8])[C:3]=1[NH:9][C:10]1[N:14]2[CH:15]=[CH:16][CH:17]=[N:18][C:13]2=[N:12][C:11]=1[C:19]1[C:27]([O:28][CH3:29])=[CH:26][C:25]([O:30][CH3:31])=[CH:24][C:20]=1[C:21]([OH:23])=O.Cl.CON.C[N:37]1CCO[CH2:39][CH2:38]1. Product: [Cl:1][C:2]1[CH:7]=[CH:6][CH:5]=[C:4]([Cl:8])[C:3]=1[NH:9][C:10]1[N:14]2[CH:15]=[CH:16][CH:17]=[N:18][C:13]2=[N:12][C:11]=1[C:19]1[C:27]([O:28][CH3:29])=[CH:26][C:25]([O:30][CH3:31])=[CH:24][C:20]=1[C:21]([NH:37][CH2:38][CH3:39])=[O:23]. The catalyst class is: 3. (2) Reactant: C[O:2][C:3]1[N:8]=[C:7]2[N:9]([CH2:12][C:13]([OH:15])=[O:14])[CH:10]=[CH:11][C:6]2=[CH:5][CH:4]=1. Product: [O:2]=[C:3]1[NH:8][C:7]2[N:9]([CH2:12][C:13]([OH:15])=[O:14])[CH:10]=[CH:11][C:6]=2[CH:5]=[CH:4]1. The catalyst class is: 10. (3) Reactant: Br[C:2]1[CH:7]=[CH:6][C:5]([C:8]2([C:11]3[N:15]4[CH2:16][CH2:17][S:18][C@:19]([CH2:22][O:23][Si:24]([C:27]([CH3:30])([CH3:29])[CH3:28])([CH3:26])[CH3:25])([CH3:21])[CH2:20][C:14]4=[N:13][N:12]=3)[CH2:10][CH2:9]2)=[CH:4][CH:3]=1.[B:31]1([B:31]2[O:35][C:34]([CH3:37])([CH3:36])[C:33]([CH3:39])([CH3:38])[O:32]2)[O:35][C:34]([CH3:37])([CH3:36])[C:33]([CH3:39])([CH3:38])[O:32]1.C([O-])(=O)C.[K+]. Product: [Si:24]([O:23][CH2:22][C@:19]1([CH3:21])[S:18][CH2:17][CH2:16][N:15]2[C:11]([C:8]3([C:5]4[CH:6]=[CH:7][C:2]([B:31]5[O:35][C:34]([CH3:37])([CH3:36])[C:33]([CH3:39])([CH3:38])[O:32]5)=[CH:3][CH:4]=4)[CH2:10][CH2:9]3)=[N:12][N:13]=[C:14]2[CH2:20]1)([C:27]([CH3:30])([CH3:29])[CH3:28])([CH3:26])[CH3:25]. The catalyst class is: 12. (4) Reactant: I[CH2:2][CH2:3][CH2:4][CH2:5][CH:6]1[CH2:9][N:8]([C:10]([O:12][C:13]([CH3:16])([CH3:15])[CH3:14])=[O:11])[CH2:7]1.[N-:17]=[N+:18]=[N-:19].[Na+].O. Product: [N:17]([CH2:2][CH2:3][CH2:4][CH2:5][CH:6]1[CH2:9][N:8]([C:10]([O:12][C:13]([CH3:16])([CH3:15])[CH3:14])=[O:11])[CH2:7]1)=[N+:18]=[N-:19]. The catalyst class is: 16. (5) Reactant: Cl.CN([CH2:5][CH:6]1[C:18](=[O:19])[C:17]2[C:16]3[C:11](=[CH:12][CH:13]=[CH:14][CH:15]=3)[N:10]([CH3:20])[C:9]=2[CH2:8][CH2:7]1)C.[CH3:21][C:22]1[NH:23][CH:24]=[CH:25][N:26]=1.O. Product: [CH3:21][C:22]1[N:26]([CH2:5][CH:6]2[C:18](=[O:19])[C:17]3[C:16]4[CH:15]=[CH:14][CH:13]=[CH:12][C:11]=4[N:10]([CH3:20])[C:9]=3[CH2:8][CH2:7]2)[CH:25]=[CH:24][N:23]=1. The catalyst class is: 9. (6) Reactant: FC(F)(F)C(O)=O.[NH2:8][C@@H:9]([CH2:16][CH2:17][C:18]1[CH:23]=[CH:22][CH:21]=[CH:20][CH:19]=1)/[CH:10]=[CH:11]/[C:12]([O:14][CH3:15])=[O:13].[CH3:24][C:25]([O:28][C:29]([NH:31][C@@H:32]([CH2:36][CH3:37])[C:33](O)=[O:34])=[O:30])([CH3:27])[CH3:26].CCN=C=NCCCN(C)C.C1C=CC2N(O)N=NC=2C=1.CN1CCOCC1. Product: [CH3:27][C:25]([O:28][C:29]([NH:31][C@@H:32]([CH2:36][CH3:37])[C:33]([NH:8][C@@H:9]([CH2:16][CH2:17][C:18]1[CH:19]=[CH:20][CH:21]=[CH:22][CH:23]=1)/[CH:10]=[CH:11]/[C:12]([O:14][CH3:15])=[O:13])=[O:34])=[O:30])([CH3:24])[CH3:26]. The catalyst class is: 18. (7) Reactant: [F:1][C:2]1[CH:7]=[CH:6][C:5](/[CH:8]=[CH:9]/[C:10]2[CH:15]=[CH:14][C:13]([S:16]([C:19]3[N:27]=[CH:26][CH:25]=[CH:24][C:20]=3[C:21]([OH:23])=[O:22])(=[O:18])=[O:17])=[CH:12][CH:11]=2)=[CH:4][CH:3]=1.[C:28](Cl)(=O)[C:29](Cl)=O.C1(C)C=CC=CC=1. Product: [F:1][C:2]1[CH:7]=[CH:6][C:5](/[CH:8]=[CH:9]/[C:10]2[CH:11]=[CH:12][C:13]([S:16]([C:19]3[N:27]=[CH:26][CH:25]=[CH:24][C:20]=3[C:21]([O:23][CH2:28][CH3:29])=[O:22])(=[O:17])=[O:18])=[CH:14][CH:15]=2)=[CH:4][CH:3]=1. The catalyst class is: 120.